Dataset: hERG potassium channel inhibition data for cardiac toxicity prediction from Karim et al.. Task: Regression/Classification. Given a drug SMILES string, predict its toxicity properties. Task type varies by dataset: regression for continuous values (e.g., LD50, hERG inhibition percentage) or binary classification for toxic/non-toxic outcomes (e.g., AMES mutagenicity, cardiotoxicity, hepatotoxicity). Dataset: herg_karim. (1) The molecule is CCN(C)C(=O)c1ccc([C@H](c2cccnc2)N2CCN(Cc3cscn3)CC2)cc1. The result is 0 (non-blocker). (2) The result is 0 (non-blocker). The molecule is COCCCc1cc(CN(C(=O)C2CNCCC2c2ccn(C)c(=O)c2)C2CC2)cc(Br)c1C. (3) The drug is C[NH+](C)CCC=C1c2ccccc2CCc2ccccc21. The result is 1 (blocker).